From a dataset of Reaction yield outcomes from USPTO patents with 853,638 reactions. Predict the reaction yield, written as a fraction of the theoretical maximum amount of product (1.0 means a 100% yield; for example, 0.34 means a 34% yield). (1) The product is [CH3:1][O:2][CH2:3][CH2:4][CH2:5][CH2:6][NH:7][C:8]1[CH:13]=[CH:12][CH:11]=[CH:10][C:9]=1[NH2:14]. The reactants are [CH3:1][O:2][CH2:3][CH2:4][CH2:5][CH2:6][NH:7][C:8]1[CH:13]=[CH:12][CH:11]=[CH:10][C:9]=1[N+:14]([O-])=O. The yield is 1.00. The catalyst is [Pd].C1(C)C=CC=CC=1. (2) The catalyst is CN(C=O)C. The yield is 0.324. The reactants are [OH:1][CH:2]([C:10]1[CH:15]=[CH:14][C:13]([C:16]2[N:20]=[C:19]([C:21]3[O:25][N:24]=[C:23]([C:26]4[CH:31]=[CH:30][CH:29]=[CH:28][CH:27]=4)[C:22]=3[C:32]([F:35])([F:34])[F:33])[O:18][N:17]=2)=[CH:12][CH:11]=1)[C:3]([NH:5][CH2:6][C:7](O)=[O:8])=[O:4].CN1CCOCC1.Cl.Cl.[CH3:45][N:46]1[CH2:49][CH:48]([NH2:50])[CH2:47]1.CN(C(ON1N=NC2C=CC=NC1=2)=[N+](C)C)C.F[P-](F)(F)(F)(F)F. The product is [OH:1][CH:2]([C:10]1[CH:15]=[CH:14][C:13]([C:16]2[N:20]=[C:19]([C:21]3[O:25][N:24]=[C:23]([C:26]4[CH:27]=[CH:28][CH:29]=[CH:30][CH:31]=4)[C:22]=3[C:32]([F:35])([F:34])[F:33])[O:18][N:17]=2)=[CH:12][CH:11]=1)[C:3]([NH:5][CH2:6][C:7]([NH:50][CH:48]1[CH2:49][N:46]([CH3:45])[CH2:47]1)=[O:8])=[O:4]. (3) The reactants are [CH3:1][C:2]1[C:6]([CH2:7][N:8]2[CH:12]=[C:11]([NH:13]C(=O)OC(C)(C)C)[CH:10]=[N:9]2)=[C:5]([CH3:21])[O:4][N:3]=1.[ClH:22]. The catalyst is O1CCOCC1. The product is [ClH:22].[CH3:1][C:2]1[C:6]([CH2:7][N:8]2[CH:12]=[C:11]([NH2:13])[CH:10]=[N:9]2)=[C:5]([CH3:21])[O:4][N:3]=1. The yield is 0.990. (4) The reactants are S(=O)(=O)(O)N.P([O-])(O)(O)=O.[Na+].[CH3:12][C:13]([C:16]1[CH:17]=[CH:18][C:19]([OH:24])=[C:20]([CH:23]=1)[CH:21]=[O:22])([CH3:15])[CH3:14].Cl([O-])=[O:26].[Na+].S([O-])([O-])=O.[Na+].[Na+].Cl. The catalyst is O1CCOCC1.O. The product is [CH3:15][C:13]([C:16]1[CH:23]=[C:20]([C:21]([OH:26])=[O:22])[C:19]([OH:24])=[CH:18][CH:17]=1)([CH3:12])[CH3:14]. The yield is 0.774. (5) The reactants are [CH2:1]([C:4]1[S:5][C:6]([NH2:9])=[CH:7][N:8]=1)[CH2:2][CH3:3].[CH3:10][C:11]1([CH3:19])[O:18][C:16](=[O:17])[CH2:15][C:13](=[O:14])[O:12]1.[CH2:20](OC(OCC)OCC)C. The catalyst is C(O)C. The product is [CH3:10][C:11]1([CH3:19])[O:18][C:16](=[O:17])[C:15](=[CH:20][NH:9][C:6]2[S:5][C:4]([CH2:1][CH2:2][CH3:3])=[N:8][CH:7]=2)[C:13](=[O:14])[O:12]1. The yield is 0.540. (6) The reactants are [N:1]1[C:2]2[N:3]([N:8]=[CH:9][CH:10]=2)[C:4](=O)[NH:5][CH:6]=1.[CH3:11][N:12](C)[C:13]1[CH:18]=[CH:17][CH:16]=[CH:15][CH:14]=1. The catalyst is O=P(Cl)(Cl)Cl. The product is [CH3:11][N:12]([C:4]1[N:3]2[N:8]=[CH:9][CH:10]=[C:2]2[N:1]=[CH:6][N:5]=1)[C:13]1[CH:18]=[CH:17][CH:16]=[CH:15][CH:14]=1. The yield is 0.880.